This data is from Forward reaction prediction with 1.9M reactions from USPTO patents (1976-2016). The task is: Predict the product of the given reaction. (1) Given the reactants ClC1C=CC2N(C(CNC3N=C([O:26][C@@H:27]4[CH2:31][CH2:30][N:29](C)[CH2:28]4)C=CN=3)=C(C3C=CC(F)=CC=3)N=2)C=1.[Cl:33][C:34]1[CH:39]=[CH:38][C:37]([C:40]2[N:41]=[C:42]3[CH:47]=[CH:46][CH:45]=[CH:44][N:43]3[C:48]=2[CH2:49][C:50]2[CH:55]=[N:54][CH:53]=[C:52](Cl)[N:51]=2)=[CH:36][CH:35]=1.N1CCC(O)C1, predict the reaction product. The product is: [Cl:33][C:34]1[CH:39]=[CH:38][C:37]([C:40]2[N:41]=[C:42]3[CH:47]=[CH:46][CH:45]=[CH:44][N:43]3[C:48]=2[CH2:49][C:50]2[CH:55]=[N:54][CH:53]=[C:52]([O:26][CH:27]3[CH2:31][CH2:30][NH:29][CH2:28]3)[N:51]=2)=[CH:36][CH:35]=1. (2) Given the reactants [C:1]1([CH3:11])[CH:6]=[CH:5][C:4]([S:7](Cl)(=[O:9])=[O:8])=[CH:3][CH:2]=1.C(N(CC)CC)C.[C:19]12[CH2:26][CH:25]([CH2:27][OH:28])[C:24]1=[CH:23][CH:22]=[CH:21][CH:20]=2, predict the reaction product. The product is: [CH3:11][C:1]1[CH:6]=[CH:5][C:4]([S:7]([O:28][CH2:27][CH:25]2[CH2:26][C:19]3[C:24]2=[CH:23][CH:22]=[CH:21][CH:20]=3)(=[O:9])=[O:8])=[CH:3][CH:2]=1. (3) Given the reactants [Cl:1][C:2]([Cl:9])([Cl:8])[CH2:3][O:4][C:5](Cl)=[O:6].[N+:10]([C:13]1[CH:14]=[C:15]([NH2:22])[C:16](=[CH:20][CH:21]=1)[C:17]([OH:19])=[O:18])([O-:12])=[O:11].N1C=CC=CC=1, predict the reaction product. The product is: [N+:10]([C:13]1[CH:21]=[CH:20][C:16]([C:17]([OH:19])=[O:18])=[C:15]([NH:22][C:5]([O:4][CH2:3][C:2]([Cl:9])([Cl:8])[Cl:1])=[O:6])[CH:14]=1)([O-:12])=[O:11]. (4) Given the reactants Cl.[Cl:2][C:3]1[CH:22]=[CH:21][C:6]([CH2:7][C:8]2[CH:20]=[CH:19][C:11]([O:12][CH2:13][C@H:14]3[CH2:18][CH2:17][CH2:16][NH:15]3)=[CH:10][CH:9]=2)=[CH:5][CH:4]=1.Br[CH2:24][CH2:25][CH2:26][C:27]([O:29][CH3:30])=[O:28].C(=O)([O-])[O-].[K+].[K+], predict the reaction product. The product is: [CH3:30][O:29][C:27](=[O:28])[CH2:26][CH2:25][CH2:24][N:15]1[CH2:16][CH2:17][CH2:18][C@@H:14]1[CH2:13][O:12][C:11]1[CH:19]=[CH:20][C:8]([CH2:7][C:6]2[CH:21]=[CH:22][C:3]([Cl:2])=[CH:4][CH:5]=2)=[CH:9][CH:10]=1.